This data is from Full USPTO retrosynthesis dataset with 1.9M reactions from patents (1976-2016). The task is: Predict the reactants needed to synthesize the given product. (1) Given the product [S:22]1[C:23]2[CH:29]=[CH:28][CH:27]=[CH:26][C:24]=2[N:25]=[C:21]1[O:1][C:2]1[CH:3]=[C:4]2[C:8](=[CH:9][CH:10]=1)[NH:7][C:6]([C:11]([OH:13])=[O:12])=[CH:5]2, predict the reactants needed to synthesize it. The reactants are: [OH:1][C:2]1[CH:3]=[C:4]2[C:8](=[CH:9][CH:10]=1)[NH:7][C:6]([C:11]([O-:13])=[O:12])=[CH:5]2.C([O-])([O-])=O.[Cs+].[Cs+].Cl[C:21]1[S:22][C:23]2[CH:29]=[CH:28][CH:27]=[CH:26][C:24]=2[N:25]=1. (2) Given the product [F:1][C:2]1[CH:27]=[C:26]([F:28])[CH:25]=[CH:24][C:3]=1[O:4][C:5]1[C:6]([C:15]2[CH:16]=[C:17]([CH3:23])[C:18](=[O:22])[N:19]([CH3:21])[CH:20]=2)=[N:7][C:8]([NH:33][S:30]([CH3:29])(=[O:32])=[O:31])=[N:9][CH:10]=1, predict the reactants needed to synthesize it. The reactants are: [F:1][C:2]1[CH:27]=[C:26]([F:28])[CH:25]=[CH:24][C:3]=1[O:4][C:5]1[C:6]([C:15]2[CH:16]=[C:17]([CH3:23])[C:18](=[O:22])[N:19]([CH3:21])[CH:20]=2)=[N:7][C:8](S(C)(=O)=O)=[N:9][CH:10]=1.[CH3:29][S:30]([NH2:33])(=[O:32])=[O:31]. (3) Given the product [N:42]1[CH:43]=[CH:44][CH:45]=[C:40]([CH2:39][NH:38][C:18]([C:17]2[C:10]3[C:11](=[N:12][CH:13]=[CH:14][C:9]=3[O:8][C:7]3[CH:6]=[CH:5][C:4]([NH:24][C:25]([NH:27][C:28](=[O:37])[CH2:29][C:30]4[CH:35]=[CH:34][C:33]([F:36])=[CH:32][CH:31]=4)=[O:26])=[CH:3][C:2]=3[F:1])[NH:15][CH:16]=2)=[O:23])[CH:41]=1, predict the reactants needed to synthesize it. The reactants are: [F:1][C:2]1[CH:3]=[C:4]([NH:24][C:25]([NH:27][C:28](=[O:37])[CH2:29][C:30]2[CH:35]=[CH:34][C:33]([F:36])=[CH:32][CH:31]=2)=[O:26])[CH:5]=[CH:6][C:7]=1[O:8][C:9]1[CH:14]=[CH:13][N:12]=[C:11]2[NH:15][CH:16]=[C:17]([C:18](=[O:23])C(Cl)(Cl)Cl)[C:10]=12.[NH2:38][CH2:39][C:40]1[CH:41]=[N:42][CH:43]=[CH:44][CH:45]=1. (4) Given the product [C:1]([C:5]1[CH:14]=[C:13]2[C:8]([C:9]([N:16]3[CH2:20][CH2:19][CH2:18][CH2:17]3)=[N:10][C:11]([NH:25][C:24]3[CH:26]=[CH:27][C:28]([F:29])=[C:22]([F:21])[CH:23]=3)=[N:12]2)=[CH:7][CH:6]=1)([CH3:4])([CH3:3])[CH3:2], predict the reactants needed to synthesize it. The reactants are: [C:1]([C:5]1[CH:14]=[C:13]2[C:8]([C:9]([N:16]3[CH2:20][CH2:19][CH2:18][CH2:17]3)=[N:10][C:11](Cl)=[N:12]2)=[CH:7][CH:6]=1)([CH3:4])([CH3:3])[CH3:2].[F:21][C:22]1[CH:23]=[C:24]([CH:26]=[CH:27][C:28]=1[F:29])[NH2:25]. (5) Given the product [NH2:3][C:4]1[S:5][C:22]2[C:23](=[O:24])[NH:9][C:10]([CH3:12])([CH3:11])[CH2:25][C:21]=2[N:6]=1, predict the reactants needed to synthesize it. The reactants are: BrBr.[NH2:3][C:4]([NH2:6])=[S:5].CC[N:9](C(C)C)[CH:10]([CH3:12])[CH3:11].CO.C(Cl)Cl.[CH2:21]1[CH2:25][O:24][CH2:23][CH2:22]1. (6) Given the product [C:14]([OH:17])(=[O:21])[CH:15]=[CH2:16].[NH2:29][C:30]([O:17][CH2:14][CH3:15])=[O:31], predict the reactants needed to synthesize it. The reactants are: OC1C=CC(C(C2[CH:16]=[CH:15][C:14]([OH:17])=CC=2)(C)C)=CC=1.C1[O:21]C1C.C1(CN=C=O)C(C[N:29]=[C:30]=[O:31])=CC=CC=1.C(OCCOC1C=CC=CC=1)(=O)C=C.C(C(CCCC)C([O-])=O)C.C(C(CCCC)C([O-])=O)C.C(C(CCCC)C([O-])=O)C.[Bi+3].C(OCCO)(=O)C=C.